Dataset: Full USPTO retrosynthesis dataset with 1.9M reactions from patents (1976-2016). Task: Predict the reactants needed to synthesize the given product. (1) Given the product [CH3:31][C@@:30]1([C:29]([F:34])([F:33])[F:28])[NH:10][CH:7]([C:4]2[CH:5]=[CH:6][CH:1]=[CH:2][CH:3]=2)[CH2:8][O:9]1, predict the reactants needed to synthesize it. The reactants are: [CH:1]1[CH:6]=[CH:5][C:4]([CH:7]([NH2:10])[CH2:8][OH:9])=[CH:3][CH:2]=1.C1(C)C=CC(S([O-])(=O)=O)=CC=1.[NH+]1C=CC=CC=1.[F:28][C:29]([F:34])([F:33])[C:30](=O)[CH3:31]. (2) Given the product [NH:23]1[C:24]2[C:29](=[CH:28][CH:27]=[CH:26][CH:25]=2)[C:21]([C:19]2[C:18]([CH3:56])=[CH:17][N:16]=[C:15]([NH:14][C:11]3[CH:12]=[CH:13][C:8]([N:5]4[CH2:6][CH2:7][CH:2]([N:1]5[CH2:45][CH2:44][N:43]([CH3:48])[CH2:41][CH2:40]5)[CH2:3][CH2:4]4)=[CH:9][C:10]=3[O:31][CH3:32])[N:20]=2)=[CH:22]1, predict the reactants needed to synthesize it. The reactants are: [NH2:1][C@@H:2]1[CH2:7][CH2:6][N:5]([C:8]2[CH:13]=[CH:12][C:11]([NH:14][C:15]3[N:20]=[C:19]([C:21]4[C:29]5[C:24](=[CH:25][CH:26]=[CH:27][CH:28]=5)[NH:23][CH:22]=4)[C:18](Cl)=[CH:17][N:16]=3)=[C:10]([O:31][CH3:32])[CH:9]=2)[CH2:4][C@H:3]1F.COC1C=[C:41]([N:43]2[CH2:48]CC(N3CCN(C)CC3)[CH2:45][CH2:44]2)[CH:40]=CC=1N.[CH3:56]CN(C(C)C)C(C)C.